From a dataset of Forward reaction prediction with 1.9M reactions from USPTO patents (1976-2016). Predict the product of the given reaction. (1) Given the reactants C[O:2][C:3]1[C:4]([O:12]C)=[CH:5][C:6]2[S:10][CH:9]=[CH:8][C:7]=2[CH:11]=1, predict the reaction product. The product is: [S:10]1[C:6]2[CH:5]=[C:4]([OH:12])[C:3]([OH:2])=[CH:11][C:7]=2[CH:8]=[CH:9]1. (2) Given the reactants [OH:1][C:2]1[CH:7]=[C:6]([CH3:8])[C:5]([C:9](=[O:11])[CH3:10])=[C:4]([CH3:12])[CH:3]=1.Cl[CH2:14][CH2:15][O:16][CH3:17], predict the reaction product. The product is: [CH3:17][O:16][CH2:15][CH2:14][O:1][C:2]1[CH:3]=[C:4]([CH3:12])[C:5]([C:9](=[O:11])[CH3:10])=[C:6]([CH3:8])[CH:7]=1.